The task is: Predict which catalyst facilitates the given reaction.. This data is from Catalyst prediction with 721,799 reactions and 888 catalyst types from USPTO. (1) Reactant: [Br:1][C:2]1[CH:3]=[C:4]([CH:8]=[CH:9][C:10]=1[Cl:11])[C:5]([NH2:7])=O. Product: [Br:1][C:2]1[CH:3]=[C:4]([CH2:5][NH2:7])[CH:8]=[CH:9][C:10]=1[Cl:11]. The catalyst class is: 1. (2) Reactant: [C:1]([C:4]1[CH:9]=[CH:8][C:7]([CH2:10][CH2:11][C:12]#[N:13])=[CH:6][CH:5]=1)(=[O:3])[CH3:2].[CH2:14](O)[CH2:15][OH:16].CC1C=CC(S(O)(=O)=O)=CC=1.CCOC(C)=O.CCCCCC. Product: [CH3:2][C:1]1([C:4]2[CH:9]=[CH:8][C:7]([CH2:10][CH2:11][C:12]#[N:13])=[CH:6][CH:5]=2)[O:16][CH2:15][CH2:14][O:3]1. The catalyst class is: 260. (3) Reactant: [Cl:1][C:2]1[N:11]=[CH:10][C:9]2[NH:8][CH2:7][C@@H:6]3[CH2:12][O:13][CH2:14][CH2:15][N:5]3[C:4]=2[N:3]=1.CC(C)([O-])C.[Na+].Cl[CH2:23][C:24]1[O:28][N:27]=[C:26]([CH2:29][CH3:30])[CH:25]=1. Product: [Cl:1][C:2]1[N:11]=[CH:10][C:9]2[N:8]([CH2:23][C:24]3[O:28][N:27]=[C:26]([CH2:29][CH3:30])[CH:25]=3)[CH2:7][C@@H:6]3[CH2:12][O:13][CH2:14][CH2:15][N:5]3[C:4]=2[N:3]=1. The catalyst class is: 16. (4) The catalyst class is: 819. Reactant: [Br:1][C:2]1[CH:7]=[CH:6][C:5](S(C)=O)=[CH:4][CH:3]=1.[B:11]1([B:11]2[O:15][C:14]([CH3:17])([CH3:16])[C:13]([CH3:19])([CH3:18])[O:12]2)[O:15][C:14]([CH3:17])([CH3:16])[C:13]([CH3:19])([CH3:18])[O:12]1.C([O-])(=O)C.[K+]. Product: [Br:1][C:2]1[CH:7]=[CH:6][C:5]([B:11]2[O:15][C:14]([CH3:17])([CH3:16])[C:13]([CH3:19])([CH3:18])[O:12]2)=[CH:4][CH:3]=1. (5) The catalyst class is: 4. Reactant: N(C(OC(C)C)=O)=N[C:3](OC(C)C)=O.[CH3:15][C:16]1[CH:21]=[CH:20][C:19]([C:22]([OH:31])([C:27]([F:30])([F:29])[F:28])[C:23]([F:26])([F:25])[F:24])=[CH:18][CH:17]=1.C1(P(C2C=CC=CC=2)C2C=CC=CC=2)C=CC=CC=1. Product: [F:30][C:27]([F:28])([F:29])[C:22]([C:19]1[CH:18]=[CH:17][C:16]([CH3:15])=[CH:21][CH:20]=1)([O:31][CH3:3])[C:23]([F:24])([F:25])[F:26]. (6) Reactant: [NH2:1][C:2]1[N:10]=[C:9]([I:11])[N:8]=[C:7]2[C:3]=1[N:4]=[CH:5][N:6]2[C@H:12]1[C@H:19]2[C@@H:15]([O:16]C(C)(C)[O:18]2)[C@@H:14]([C:22]([OH:24])=[O:23])[O:13]1. Product: [NH2:1][C:2]1[N:10]=[C:9]([I:11])[N:8]=[C:7]2[C:3]=1[N:4]=[CH:5][N:6]2[C@@H:12]1[O:13][C@H:14]([C:22]([OH:24])=[O:23])[C@@H:15]([OH:16])[C@H:19]1[OH:18]. The catalyst class is: 106. (7) Reactant: C[O:2][C:3](=[O:23])[C:4]1[C:5](=[C:10]([NH:14][C:15]2[CH:20]=[CH:19][CH:18]=[CH:17][C:16]=2[O:21][CH3:22])[CH:11]=[CH:12][CH:13]=1)[C:6]([O:8]C)=[O:7].[OH-].[Na+]. Product: [CH3:22][O:21][C:16]1[CH:17]=[CH:18][CH:19]=[CH:20][C:15]=1[NH:14][C:10]1[CH:11]=[CH:12][CH:13]=[C:4]([C:3]([OH:23])=[O:2])[C:5]=1[C:6]([OH:8])=[O:7]. The catalyst class is: 8.